Predict the reaction yield, written as a fraction of the theoretical maximum amount of product (1.0 means a 100% yield; for example, 0.34 means a 34% yield). From a dataset of Reaction yield outcomes from USPTO patents with 853,638 reactions. (1) The reactants are [Cl:1][C:2]1[N:7]=[C:6](Cl)[CH:5]=[C:4]([CH3:9])[N:3]=1.[NH:10]1[CH2:14][CH2:13][CH2:12][CH2:11]1. The catalyst is O1CCCC1. The product is [Cl:1][C:2]1[N:3]=[C:4]([CH3:9])[CH:5]=[C:6]([N:10]2[CH2:14][CH2:13][CH2:12][CH2:11]2)[N:7]=1. The yield is 0.580. (2) The reactants are [CH3:1][C:2]1([CH3:15])[C:11]2[C:6](=[CH:7][C:8]([N+:12]([O-:14])=[O:13])=[CH:9][CH:10]=2)[NH:5][CH2:4][CH2:3]1.[CH3:16][C:17]([O:20][C:21](O[C:21]([O:20][C:17]([CH3:19])([CH3:18])[CH3:16])=[O:22])=[O:22])([CH3:19])[CH3:18]. No catalyst specified. The product is [C:17]([O:20][C:21]([N:5]1[C:6]2[C:11](=[CH:10][CH:9]=[C:8]([N+:12]([O-:14])=[O:13])[CH:7]=2)[C:2]([CH3:15])([CH3:1])[CH2:3][CH2:4]1)=[O:22])([CH3:19])([CH3:18])[CH3:16]. The yield is 0.220. (3) The reactants are [CH:1]1([C:4]2[C:5]([NH:24][S:25]([CH3:28])(=[O:27])=[O:26])=[CH:6][C:7]3[O:11][C:10]([C:12]4[CH:17]=[CH:16][C:15]([F:18])=[CH:14][CH:13]=4)=[C:9]([C:19]([NH:21][CH3:22])=[O:20])[C:8]=3[CH:23]=2)[CH2:3][CH2:2]1.F[C:30]1[CH:31]=[CH:32][C:33]([N+:40]([O-:42])=[O:41])=[C:34]([CH:39]=1)[C:35]([O:37][CH3:38])=[O:36].C(=O)([O-])[O-].[K+].[K+]. The catalyst is CN(P(N(C)C)(N(C)C)=O)C.CCOC(C)=O.O. The product is [CH:1]1([C:4]2[C:5]([N:24]([C:30]3[CH:31]=[CH:32][C:33]([N+:40]([O-:42])=[O:41])=[C:34]([CH:39]=3)[C:35]([O:37][CH3:38])=[O:36])[S:25]([CH3:28])(=[O:27])=[O:26])=[CH:6][C:7]3[O:11][C:10]([C:12]4[CH:17]=[CH:16][C:15]([F:18])=[CH:14][CH:13]=4)=[C:9]([C:19](=[O:20])[NH:21][CH3:22])[C:8]=3[CH:23]=2)[CH2:3][CH2:2]1. The yield is 0.920. (4) The reactants are C1(C)C(S([N:10]2[CH:14]=[CH:13][CH:12]=[C:11]2[C:15](=[O:30])[C:16]2[CH:21]=[CH:20][C:19]([CH2:22][NH:23]C(=O)C(F)(F)F)=[CH:18][CH:17]=2)(=O)=O)=CC=CC=1.[OH-].[K+]. The catalyst is CCO. The product is [NH2:23][CH2:22][C:19]1[CH:18]=[CH:17][C:16]([C:15]([C:11]2[NH:10][CH:14]=[CH:13][CH:12]=2)=[O:30])=[CH:21][CH:20]=1. The yield is 0.860. (5) The reactants are [Br:1][C:2]1[CH:3]=[C:4]([N+:9]([O-:11])=[O:10])[C:5]([OH:8])=[N:6][CH:7]=1.C([O-])([O-])=O.[K+].[K+].[CH2:18](Br)[C:19]1[CH:24]=[CH:23][CH:22]=[CH:21][CH:20]=1.O. The catalyst is CN(C=O)C. The product is [CH2:18]([N:6]1[CH:7]=[C:2]([Br:1])[CH:3]=[C:4]([N+:9]([O-:11])=[O:10])[C:5]1=[O:8])[C:19]1[CH:24]=[CH:23][CH:22]=[CH:21][CH:20]=1. The yield is 0.790. (6) The reactants are [CH3:1][N:2]1[C:6]([NH:7][C:8](=[O:12])[CH:9]([CH3:11])[CH3:10])=[CH:5][C:4]([C:13]2[CH:14]=[N:15][CH:16]=[CH:17][CH:18]=2)=[N:3]1.[H-].[Na+].I[CH2:22][CH3:23].O. The catalyst is CN(C=O)C.C(OCC)(=O)C. The product is [CH2:22]([N:7]([C:6]1[N:2]([CH3:1])[N:3]=[C:4]([C:13]2[CH:14]=[N:15][CH:16]=[CH:17][CH:18]=2)[CH:5]=1)[C:8](=[O:12])[CH:9]([CH3:11])[CH3:10])[CH3:23]. The yield is 0.300. (7) The reactants are [Br-].[NH:2]1[C:10]2[C:5](=[CH:6][CH:7]=[CH:8][CH:9]=2)[C:4]([CH2:11][P+](C2C=CC=CC=2)(C2C=CC=CC=2)C2C=CC=CC=2)=[N:3]1.[O:31]=[C:32]1[NH:36][CH2:35][C:34](=[O:37])[N:33]1[CH2:38][CH2:39][O:40][C:41]1[CH:48]=[CH:47][C:44]([CH:45]=O)=[C:43]([N+:49]([O-:51])=[O:50])[C:42]=1[O:52][CH3:53].C(=O)([O-])[O-].[K+].[K+].O. The catalyst is CO. The product is [NH:2]1[C:10]2[C:5](=[CH:6][CH:7]=[CH:8][CH:9]=2)[C:4](/[CH:11]=[CH:45]/[C:44]2[CH:47]=[CH:48][C:41]([O:40][CH2:39][CH2:38][N:33]3[C:34](=[O:37])[CH2:35][NH:36][C:32]3=[O:31])=[C:42]([O:52][CH3:53])[C:43]=2[N+:49]([O-:51])=[O:50])=[N:3]1. The yield is 0.320. (8) The reactants are [C:1]([C:3]1[O:4]C=C[N:7]=1)#N.[C:8](O)(=[S:12])[CH:9](C)[OH:10].[N:14]1C=CC=[CH:16][CH:15]=1.[CH3:20]CO. No catalyst specified. The product is [CH3:20][C:1]1[S:12][C:8]([C:9]2[O:10][CH:16]=[CH:15][N:14]=2)=[N:7][C:3]=1[OH:4]. The yield is 0.510. (9) The yield is 0.380. The catalyst is O1CCOCC1. The reactants are O1CCCCC1[N:7]1[C:15]2[C:10](=[CH:11][C:12]([C:16]3[N:20]=[CH:19][N:18](C(C4C=CC=CC=4)(C4C=CC=CC=4)C4C=CC=CC=4)[N:17]=3)=[CH:13][CH:14]=2)[C:9]([C:40]2[CH:41]=[C:42]([NH:46][C:47](=[O:56])[CH:48]([CH:50]3[CH2:55][CH2:54][CH2:53][NH:52][CH2:51]3)[CH3:49])[CH:43]=[CH:44][CH:45]=2)=[N:8]1.Cl.C([O-])(O)=O.[Na+]. The product is [NH:18]1[CH:19]=[N:20][C:16]([C:12]2[CH:11]=[C:10]3[C:15](=[CH:14][CH:13]=2)[NH:7][N:8]=[C:9]3[C:40]2[CH:41]=[C:42]([NH:46][C:47](=[O:56])[CH:48]([CH:50]3[CH2:55][CH2:54][CH2:53][NH:52][CH2:51]3)[CH3:49])[CH:43]=[CH:44][CH:45]=2)=[N:17]1. (10) The reactants are [C:1]([O:5][C:6](=[O:9])[NH:7][NH2:8])([CH3:4])([CH3:3])[CH3:2].CO[CH:12]1[CH2:16][CH2:15][CH:14](OC)O1.Cl.C(=O)(O)[O-].[Na+]. The catalyst is O1CCOCC1.C(OCC)C.CO. The product is [C:1]([O:5][C:6](=[O:9])[NH:7][N:8]1[CH:12]=[CH:16][CH:15]=[CH:14]1)([CH3:4])([CH3:3])[CH3:2]. The yield is 0.400.